Predict the reactants needed to synthesize the given product. From a dataset of Full USPTO retrosynthesis dataset with 1.9M reactions from patents (1976-2016). (1) Given the product [ClH:10].[CH3:1][C:2]([CH3:6])([CH3:5])[C:3](=[NH:4])[O:9][CH3:7], predict the reactants needed to synthesize it. The reactants are: [CH3:1][C:2]([CH3:6])([CH3:5])[C:3]#[N:4].[C:7]([Cl:10])(=[O:9])C. (2) Given the product [CH:1]([C:19]1[CH:20]=[CH:21][CH:22]=[C:23]2[C:27]=1[NH:26][CH:25]=[CH:24]2)=[CH2:2], predict the reactants needed to synthesize it. The reactants are: [CH2:1]([Sn](CCCC)(CCCC)C=C)[CH2:2]CC.[Cl-].[Li+].Br[C:19]1[CH:20]=[CH:21][CH:22]=[C:23]2[C:27]=1[NH:26][CH:25]=[CH:24]2.O. (3) Given the product [CH2:10]([O:17][C:18]1[CH:23]=[CH:22][N:21]([C:24]2[S:25][C:26]([C:30]([NH:9][CH2:8][C:5]3[CH:6]=[N:7][C:2]([Cl:1])=[CH:3][CH:4]=3)=[O:31])=[C:27]([CH3:29])[N:28]=2)[C:20](=[O:33])[CH:19]=1)[C:11]1[CH:16]=[CH:15][CH:14]=[CH:13][CH:12]=1, predict the reactants needed to synthesize it. The reactants are: [Cl:1][C:2]1[N:7]=[CH:6][C:5]([CH2:8][NH2:9])=[CH:4][CH:3]=1.[CH2:10]([O:17][C:18]1[CH:23]=[CH:22][N:21]([C:24]2[S:25][C:26]([C:30](O)=[O:31])=[C:27]([CH3:29])[N:28]=2)[C:20](=[O:33])[CH:19]=1)[C:11]1[CH:16]=[CH:15][CH:14]=[CH:13][CH:12]=1. (4) The reactants are: [CH3:1][O:2][CH2:3][C:4]1[N:8]([C:9]2[CH:14]=[CH:13][CH:12]=[C:11]([C:15]([F:18])([F:17])[F:16])[CH:10]=2)[N:7]=[C:6]([CH3:19])[C:5]=1[C:20]([OH:22])=O.[N:23]1([CH:28]2[CH2:33][CH2:32][NH:31][CH2:30][CH2:29]2)[CH2:27][CH2:26][CH2:25][CH2:24]1. Given the product [CH3:1][O:2][CH2:3][C:4]1[N:8]([C:9]2[CH:14]=[CH:13][CH:12]=[C:11]([C:15]([F:18])([F:16])[F:17])[CH:10]=2)[N:7]=[C:6]([CH3:19])[C:5]=1[C:20]([N:31]1[CH2:32][CH2:33][CH:28]([N:23]2[CH2:27][CH2:26][CH2:25][CH2:24]2)[CH2:29][CH2:30]1)=[O:22], predict the reactants needed to synthesize it. (5) Given the product [ClH:39].[ClH:41].[ClH:39].[F:36][C:29]1[CH:30]=[CH:31][C:32]([CH3:35])=[C:33]2[C:28]=1[CH:27]=[N:26][C:25]([C:23]1[C:22]([NH2:37])=[N:21][CH:20]=[C:19]([C:17]3[CH:16]=[N:15][N:14]([CH:11]4[CH2:10][CH2:9][NH:8][CH2:13][CH2:12]4)[CH:18]=3)[CH:24]=1)=[CH:34]2, predict the reactants needed to synthesize it. The reactants are: C(OC([N:8]1[CH2:13][CH2:12][CH:11]([N:14]2[CH:18]=[C:17]([C:19]3[CH:20]=[N:21][C:22]([NH2:37])=[C:23]([C:25]4[N:26]=[CH:27][C:28]5[C:33]([CH:34]=4)=[C:32]([CH3:35])[CH:31]=[CH:30][C:29]=5[F:36])[CH:24]=3)[CH:16]=[N:15]2)[CH2:10][CH2:9]1)=O)(C)(C)C.C(Cl)[Cl:39].[ClH:41].CCOCC. (6) Given the product [F:55][C:54]([F:57])([F:56])[C:52]([OH:58])=[O:53].[C:35]1([C:13]2[CH:12]=[C:11]([CH2:10][CH2:9][S:6](=[O:7])(=[O:8])[NH2:5])[CH:16]=[CH:15][C:14]=2[NH:17][C:18]([C:20]2[NH:21][CH:22]=[C:23]([C:25]#[N:26])[N:24]=2)=[O:19])[CH2:40][CH2:39][CH2:38][CH2:37][CH:36]=1, predict the reactants needed to synthesize it. The reactants are: C([NH:5][S:6]([CH2:9][CH2:10][C:11]1[CH:16]=[CH:15][C:14]([NH:17][C:18]([C:20]2[N:21](COCC[Si](C)(C)C)[CH:22]=[C:23]([C:25]#[N:26])[N:24]=2)=[O:19])=[C:13]([C:35]2[CH2:40][CH2:39][CH2:38][CH2:37][CH:36]=2)[CH:12]=1)(=[O:8])=[O:7])(C)(C)C.CCO.C1(OC)C=CC=CC=1.[C:52]([OH:58])([C:54]([F:57])([F:56])[F:55])=[O:53]. (7) Given the product [CH2:11]([C:10]1[S:14][CH:2]=[C:3]([C:4]([O:6][CH2:7][CH3:8])=[O:5])[N:13]=1)[CH3:12], predict the reactants needed to synthesize it. The reactants are: Br[CH2:2][C:3](=O)[C:4]([O:6][CH2:7][CH3:8])=[O:5].[C:10](=[S:14])([NH2:13])[CH2:11][CH3:12].